Predict the reaction yield, written as a fraction of the theoretical maximum amount of product (1.0 means a 100% yield; for example, 0.34 means a 34% yield). From a dataset of Reaction yield outcomes from USPTO patents with 853,638 reactions. (1) The reactants are [NH2:1][C:2]1[CH:7]=[CH:6][CH:5]=[C:4]([C:8]2[CH:13]=[CH:12][CH:11]=[CH:10][CH:9]=2)[C:3]=1[N+:14]([O-])=O.[Cl:17][CH2:18][C:19](O)=O. The catalyst is CO.[Pd]. The product is [Cl:17][CH2:18][C:19]1[NH:1][C:2]2[CH:7]=[CH:6][CH:5]=[C:4]([C:8]3[CH:13]=[CH:12][CH:11]=[CH:10][CH:9]=3)[C:3]=2[N:14]=1. The yield is 0.920. (2) The reactants are [CH3:1][N:2]([CH3:28])[C:3]1[N:8]=[CH:7][C:6]([C:9]2[C:10]([CH3:26])=[N:11][N:12]3[C:17]([N:18]([CH2:22][CH2:23][CH3:24])[CH2:19][CH2:20][CH3:21])=[CH:16][C:15]([CH3:25])=[N:14][C:13]=23)=[C:5]([CH3:27])[CH:4]=1.[ClH:29]. The catalyst is C(OCC)C.C(Cl)Cl. The product is [ClH:29].[CH3:28][N:2]([CH3:1])[C:3]1[N:8]=[CH:7][C:6]([C:9]2[C:10]([CH3:26])=[N:11][N:12]3[C:17]([N:18]([CH2:19][CH2:20][CH3:21])[CH2:22][CH2:23][CH3:24])=[CH:16][C:15]([CH3:25])=[N:14][C:13]=23)=[C:5]([CH3:27])[CH:4]=1. The yield is 0.980.